Dataset: Reaction yield outcomes from USPTO patents with 853,638 reactions. Task: Predict the reaction yield, written as a fraction of the theoretical maximum amount of product (1.0 means a 100% yield; for example, 0.34 means a 34% yield). The reactants are Cl.[CH3:2][N:3]([CH3:10])[C:4]([NH:6][C:7](=[NH:9])[NH2:8])=[NH:5].O. The catalyst is [OH-].[Na+].C(O)C. The product is [CH3:2][N:3]([C:4]([NH:6][C:7]([NH2:9])=[NH:8])=[NH:5])[CH3:10]. The yield is 1.02.